This data is from Full USPTO retrosynthesis dataset with 1.9M reactions from patents (1976-2016). The task is: Predict the reactants needed to synthesize the given product. (1) The reactants are: [CH2:1]([O:3][C:4](=[O:25])[C@H:5]([NH:17]C(OC(C)(C)C)=O)[CH2:6][CH2:7][C:8]([C:10]1[CH:15]=[CH:14][C:13]([F:16])=[CH:12][CH:11]=1)=O)[CH3:2]. Given the product [CH2:1]([O:3][C:4]([C@H:5]1[CH2:6][CH2:7][C@@H:8]([C:10]2[CH:15]=[CH:14][C:13]([F:16])=[CH:12][CH:11]=2)[NH:17]1)=[O:25])[CH3:2], predict the reactants needed to synthesize it. (2) Given the product [CH2:1]([N:3]([CH2:16][CH3:17])[C:4](=[O:15])[C:5]1[CH:10]=[CH:9][C:8]([NH:25][CH2:24][C:21]2[CH:22]=[CH:23][N:18]=[CH:19][CH:20]=2)=[C:7]([N+:12]([O-:14])=[O:13])[CH:6]=1)[CH3:2], predict the reactants needed to synthesize it. The reactants are: [CH2:1]([N:3]([CH2:16][CH3:17])[C:4](=[O:15])[C:5]1[CH:10]=[CH:9][C:8](F)=[C:7]([N+:12]([O-:14])=[O:13])[CH:6]=1)[CH3:2].[N:18]1[CH:23]=[CH:22][C:21]([CH2:24][NH2:25])=[CH:20][CH:19]=1.